From a dataset of NCI-60 drug combinations with 297,098 pairs across 59 cell lines. Regression. Given two drug SMILES strings and cell line genomic features, predict the synergy score measuring deviation from expected non-interaction effect. (1) Drug 1: CN1CCC(CC1)COC2=C(C=C3C(=C2)N=CN=C3NC4=C(C=C(C=C4)Br)F)OC. Drug 2: C1=CC=C(C=C1)NC(=O)CCCCCCC(=O)NO. Cell line: HCT-15. Synergy scores: CSS=14.5, Synergy_ZIP=-0.772, Synergy_Bliss=3.02, Synergy_Loewe=0.331, Synergy_HSA=3.57. (2) Drug 1: C1C(C(OC1N2C=NC3=C2NC=NCC3O)CO)O. Drug 2: C1CCC(C(C1)N)N.C(=O)(C(=O)[O-])[O-].[Pt+4]. Cell line: OVCAR-4. Synergy scores: CSS=12.3, Synergy_ZIP=-3.76, Synergy_Bliss=-0.958, Synergy_Loewe=-4.69, Synergy_HSA=-1.14. (3) Drug 1: CN(C)N=NC1=C(NC=N1)C(=O)N. Drug 2: C1=CN(C=N1)CC(O)(P(=O)(O)O)P(=O)(O)O. Cell line: U251. Synergy scores: CSS=8.90, Synergy_ZIP=-3.64, Synergy_Bliss=-0.393, Synergy_Loewe=-1.55, Synergy_HSA=0.0623. (4) Drug 2: C(CCl)NC(=O)N(CCCl)N=O. Drug 1: CC=C1C(=O)NC(C(=O)OC2CC(=O)NC(C(=O)NC(CSSCCC=C2)C(=O)N1)C(C)C)C(C)C. Cell line: PC-3. Synergy scores: CSS=56.3, Synergy_ZIP=1.64, Synergy_Bliss=2.16, Synergy_Loewe=-37.7, Synergy_HSA=4.57. (5) Drug 1: CCCS(=O)(=O)NC1=C(C(=C(C=C1)F)C(=O)C2=CNC3=C2C=C(C=N3)C4=CC=C(C=C4)Cl)F. Drug 2: CC(C)(C#N)C1=CC(=CC(=C1)CN2C=NC=N2)C(C)(C)C#N. Cell line: HS 578T. Synergy scores: CSS=1.76, Synergy_ZIP=3.79, Synergy_Bliss=8.24, Synergy_Loewe=0.624, Synergy_HSA=1.78. (6) Drug 1: CNC(=O)C1=CC=CC=C1SC2=CC3=C(C=C2)C(=NN3)C=CC4=CC=CC=N4. Drug 2: C#CCC(CC1=CN=C2C(=N1)C(=NC(=N2)N)N)C3=CC=C(C=C3)C(=O)NC(CCC(=O)O)C(=O)O. Cell line: CCRF-CEM. Synergy scores: CSS=20.1, Synergy_ZIP=8.52, Synergy_Bliss=13.8, Synergy_Loewe=13.3, Synergy_HSA=13.8.